Dataset: HIV replication inhibition screening data with 41,000+ compounds from the AIDS Antiviral Screen. Task: Binary Classification. Given a drug SMILES string, predict its activity (active/inactive) in a high-throughput screening assay against a specified biological target. (1) The drug is CCOc1ccc(NC(=O)CC2C(=O)Nc3ccccc3S2(=O)=O)cc1. The result is 0 (inactive). (2) The compound is C=C(Br)CN(C(C)=O)C1CCCCC1. The result is 0 (inactive). (3) The molecule is CC(=O)c1ccc(NC(=O)C(=O)C(C(=O)c2ccc(Cl)c(Cl)c2)C2OC(=O)c3ccccc32)cc1. The result is 0 (inactive). (4) The compound is Cl.Oc1nc(-c2ccccc2)nc2ccc(Cl)cc12. The result is 0 (inactive).